This data is from Human liver microsome stability data. The task is: Regression/Classification. Given a drug SMILES string, predict its absorption, distribution, metabolism, or excretion properties. Task type varies by dataset: regression for continuous measurements (e.g., permeability, clearance, half-life) or binary classification for categorical outcomes (e.g., BBB penetration, CYP inhibition). Dataset: hlm. The molecule is N#Cc1ccccc1Cn1c(N2CCC[C@@H](N)C2)ncc(F)c1=O. The result is 0 (unstable in human liver microsomes).